Task: Predict which catalyst facilitates the given reaction.. Dataset: Catalyst prediction with 721,799 reactions and 888 catalyst types from USPTO (1) Reactant: [CH:1](O)=[O:2].C(OC(=O)C)(=O)C.[NH2:11][C:12]1[CH:17]=[CH:16][C:15]([CH2:18][C:19]([O:21][CH3:22])=[O:20])=[CH:14][CH:13]=1.C(=O)(O)[O-].[Na+]. Product: [CH:1]([NH:11][C:12]1[CH:13]=[CH:14][C:15]([CH2:18][C:19]([O:21][CH3:22])=[O:20])=[CH:16][CH:17]=1)=[O:2]. The catalyst class is: 365. (2) The catalyst class is: 4. Product: [CH2:16]([O:23][C:7]1[C:2]([F:1])=[C:3]([CH2:12][C:13](=[O:15])[CH3:14])[C:4]([N+:9]([O-:11])=[O:10])=[CH:5][CH:6]=1)[C:17]1[CH:22]=[CH:21][CH:20]=[CH:19][CH:18]=1. Reactant: [F:1][C:2]1[C:7](F)=[CH:6][CH:5]=[C:4]([N+:9]([O-:11])=[O:10])[C:3]=1[CH2:12][C:13](=[O:15])[CH3:14].[CH2:16]([OH:23])[C:17]1[CH:22]=[CH:21][CH:20]=[CH:19][CH:18]=1.O[Li].O.Cl. (3) Product: [N:14]1([C:4]2([CH2:1][CH:2]=[O:19])[CH2:13][C:8]3([CH2:12][CH2:11][CH2:10][CH2:9]3)[O:7][CH2:6][CH2:5]2)[CH:18]=[CH:17][CH:16]=[N:15]1. Reactant: [CH2:1]([C:4]1([N:14]2[CH:18]=[CH:17][CH:16]=[N:15]2)[CH2:13][C:8]2([CH2:12][CH2:11][CH2:10][CH2:9]2)[O:7][CH2:6][CH2:5]1)[CH:2]=C.[O:19]=[O+][O-].C1C=CC(P(C2C=CC=CC=2)C2C=CC=CC=2)=CC=1. The catalyst class is: 2.